This data is from Peptide-MHC class II binding affinity with 134,281 pairs from IEDB. The task is: Regression. Given a peptide amino acid sequence and an MHC pseudo amino acid sequence, predict their binding affinity value. This is MHC class II binding data. (1) The peptide sequence is IQYVNYWFAPGAGAA. The MHC is HLA-DPA10301-DPB10402 with pseudo-sequence HLA-DPA10301-DPB10402. The binding affinity (normalized) is 0.159. (2) The peptide sequence is YTDYLTVMDRYSVDA. The MHC is HLA-DQA10601-DQB10402 with pseudo-sequence HLA-DQA10601-DQB10402. The binding affinity (normalized) is 0.537. (3) The peptide sequence is QKEYMERQGKTPLGL. The MHC is DRB1_1101 with pseudo-sequence DRB1_1101. The binding affinity (normalized) is 0.251. (4) The peptide sequence is IIFSQNMNIKLKMPL. The MHC is DRB1_0101 with pseudo-sequence DRB1_0101. The binding affinity (normalized) is 0.561. (5) The peptide sequence is VKQNTLKLATGMRNV. The MHC is DRB1_0802 with pseudo-sequence DRB1_0802. The binding affinity (normalized) is 0.588. (6) The binding affinity (normalized) is 0.616. The peptide sequence is TRREAEDLQVGQVELG. The MHC is HLA-DQA10301-DQB10302 with pseudo-sequence HLA-DQA10301-DQB10302.